Predict the product of the given reaction. From a dataset of Forward reaction prediction with 1.9M reactions from USPTO patents (1976-2016). (1) Given the reactants [C:1]([CH:4](OS(C1C=CC(C)=CC=1)(=O)=O)[C:5]1[CH:10]=[CH:9][CH:8]=[CH:7][CH:6]=1)(=[O:3])[NH2:2].[Cl:22][C:23]1[CH:24]=[C:25]([CH2:29][CH2:30][C@H:31]2[C:40]3[C:35](=[CH:36][C:37]([O:43][CH3:44])=[C:38]([O:41][CH3:42])[CH:39]=3)[CH2:34][CH2:33][NH:32]2)[CH:26]=[CH:27][CH:28]=1, predict the reaction product. The product is: [Cl:22][C:23]1[CH:24]=[C:25]([CH2:29][CH2:30][C@H:31]2[C:40]3[C:35](=[CH:36][C:37]([O:43][CH3:44])=[C:38]([O:41][CH3:42])[CH:39]=3)[CH2:34][CH2:33][N:32]2[C@H:4]([C:5]2[CH:6]=[CH:7][CH:8]=[CH:9][CH:10]=2)[C:1]([NH2:2])=[O:3])[CH:26]=[CH:27][CH:28]=1. (2) Given the reactants [C:1]([O:5][C:6]([NH:8][CH2:9][C@H:10]1[CH2:15][CH2:14][C@H:13]([C:16]([NH:18][C@H:19]([C:37]([NH:39][C:40]2[CH:45]=[CH:44][C:43]([C:46]3[N:47]=[N:48][NH:49][N:50]=3)=[C:42]([F:51])[CH:41]=2)=[O:38])[CH2:20][C:21]2[CH:26]=[CH:25][C:24]([C:27]3[CH:32]=[CH:31][C:30]([C:33]([OH:35])=O)=[CH:29][C:28]=3[CH3:36])=[CH:23][CH:22]=2)=[O:17])[CH2:12][CH2:11]1)=[O:7])([CH3:4])([CH3:3])[CH3:2].[CH:52]([N:55]1[CH2:60][CH2:59][CH:58]([NH2:61])[CH2:57][CH2:56]1)([CH3:54])[CH3:53].C(N(CC)C(C)C)(C)C.F[P-](F)(F)(F)(F)F.CN(C(ON1C2=NC=CC=C2N=N1)=[N+](C)C)C, predict the reaction product. The product is: [F:51][C:42]1[CH:41]=[C:40]([NH:39][C:37](=[O:38])[C@@H:19]([NH:18][C:16]([C@H:13]2[CH2:14][CH2:15][C@H:10]([CH2:9][NH:8][C:6](=[O:7])[O:5][C:1]([CH3:4])([CH3:3])[CH3:2])[CH2:11][CH2:12]2)=[O:17])[CH2:20][C:21]2[CH:26]=[CH:25][C:24]([C:27]3[CH:32]=[CH:31][C:30]([C:33](=[O:35])[NH:61][CH:58]4[CH2:59][CH2:60][N:55]([CH:52]([CH3:54])[CH3:53])[CH2:56][CH2:57]4)=[CH:29][C:28]=3[CH3:36])=[CH:23][CH:22]=2)[CH:45]=[CH:44][C:43]=1[C:46]1[N:50]=[N:49][NH:48][N:47]=1. (3) Given the reactants [Cl:1][C:2]1[CH:7]=[CH:6][C:5]([CH:8]([CH2:13][C:14]2[CH:19]=[CH:18][C:17]([Cl:20])=[CH:16][CH:15]=2)C(OC)=O)=[CH:4][CH:3]=1.[CH3:21][Mg]Br.[Cl-].[NH4+].CC[O:28][CH2:29][CH3:30], predict the reaction product. The product is: [Cl:1][C:2]1[CH:3]=[CH:4][C:5]([CH:8]([CH2:13][C:14]2[CH:15]=[CH:16][C:17]([Cl:20])=[CH:18][CH:19]=2)[C:29]([CH3:30])([OH:28])[CH3:21])=[CH:6][CH:7]=1. (4) Given the reactants Br[C:2]1[CH:7]=[CH:6][C:5]([O:8][CH:9]2[CH2:12][N:11]([CH3:13])[CH2:10]2)=[CH:4][N:3]=1.[NH2:14][C:15]1[C:16](=[O:23])[N:17]([CH3:22])[CH:18]=[C:19]([Br:21])[CH:20]=1.C([O-])([O-])=O.[Cs+].[Cs+].CC1(C)C2C(=C(P(C3C=CC=CC=3)C3C=CC=CC=3)C=CC=2)OC2C(P(C3C=CC=CC=3)C3C=CC=CC=3)=CC=CC1=2, predict the reaction product. The product is: [Br:21][C:19]1[CH:20]=[C:15]([NH:14][C:2]2[CH:7]=[CH:6][C:5]([O:8][CH:9]3[CH2:12][N:11]([CH3:13])[CH2:10]3)=[CH:4][N:3]=2)[C:16](=[O:23])[N:17]([CH3:22])[CH:18]=1. (5) The product is: [CH3:1][C:2]1[N:7]=[C:6]([NH:8][C:10]2[CH:15]=[CH:14][CH:13]=[C:12]([CH3:16])[N:11]=2)[CH:5]=[CH:4][CH:3]=1. Given the reactants [CH3:1][C:2]1[N:7]=[C:6]([NH2:8])[CH:5]=[CH:4][CH:3]=1.Br[C:10]1[CH:15]=[CH:14][CH:13]=[C:12]([CH3:16])[N:11]=1.CC(C)([O-])C.[Na+], predict the reaction product.